This data is from Full USPTO retrosynthesis dataset with 1.9M reactions from patents (1976-2016). The task is: Predict the reactants needed to synthesize the given product. (1) Given the product [C:1]([O:5][C:6]([CH:56]1[CH2:57][CH:53]([C:52]#[N:51])[CH2:54][NH:55]1)=[O:19])([CH3:4])([CH3:3])[CH3:2], predict the reactants needed to synthesize it. The reactants are: [C:1]([O:5][C:6](=[O:19])C/N=C/CC(C)(C)CCN=[N+]=[N-])([CH3:4])([CH3:3])[CH3:2].ClC1C(F)=C(/C=C(/C2C=CC(Cl)=CC=2F)\C#N)C=CC=1.C(N(CC)CC)C.C1[CH2:57][CH2:56][N:55]2C(=[N:51][CH2:52][CH2:53][CH2:54]2)CC1. (2) Given the product [CH3:1][C:2]1[CH:3]=[C:4]2[NH:7][C:12](=[O:19])[CH2:13][C:14](=[O:15])[N:5]2[N:6]=1, predict the reactants needed to synthesize it. The reactants are: [CH3:1][C:2]1[CH:3]=[C:4]([NH2:7])[NH:5][N:6]=1.CC[O-].[Na+].[C:12](OCC)(=[O:19])[CH2:13][C:14](OCC)=[O:15]. (3) Given the product [C:1]([O:5][C:6]([C:8]1[S:12][C:11]([N:13]2[CH2:18][CH2:17][N:16]([S:19]([C:22]3[CH:27]=[CH:26][C:25]([O:28][C:29]([F:32])([F:30])[F:31])=[CH:24][CH:23]=3)(=[O:21])=[O:20])[C@@H:15]([C:33](=[O:35])[NH:47][CH2:46][C:43]3[CH:44]=[N:45][C:40]([CH:37]([CH3:39])[CH3:38])=[CH:41][CH:42]=3)[CH2:14]2)=[N:10][C:9]=1[CH3:36])=[O:7])([CH3:4])([CH3:2])[CH3:3], predict the reactants needed to synthesize it. The reactants are: [C:1]([O:5][C:6]([C:8]1[S:12][C:11]([N:13]2[CH2:18][CH2:17][N:16]([S:19]([C:22]3[CH:27]=[CH:26][C:25]([O:28][C:29]([F:32])([F:31])[F:30])=[CH:24][CH:23]=3)(=[O:21])=[O:20])[C@@H:15]([C:33]([OH:35])=O)[CH2:14]2)=[N:10][C:9]=1[CH3:36])=[O:7])([CH3:4])([CH3:3])[CH3:2].[CH:37]([C:40]1[N:45]=[CH:44][C:43]([CH2:46][NH2:47])=[CH:42][CH:41]=1)([CH3:39])[CH3:38].O.ON1C2C=CC=CC=2N=N1.Cl.C(N=C=NCCCN(C)C)C. (4) Given the product [CH:9]1([C:16]2[N:21]3[N:22]=[CH:23][N:24]=[C:20]3[N:19]=[C:18]([OH:25])[C:17]=2[C:26]2[C:27]([F:34])=[CH:28][C:29]([O:8][CH2:7][CH2:6][CH2:5][N:4]([CH3:3])[C:43](=[O:44])[O:45][C:46]([CH3:47])([CH3:48])[CH3:49])=[CH:30][C:31]=2[F:32])[CH2:10][CH2:11][CH2:12][CH2:13][CH2:14][CH2:15]1, predict the reactants needed to synthesize it. The reactants are: [H-].[Na+].[CH3:3][NH:4][CH2:5][CH2:6][CH2:7][OH:8].[CH:9]1([C:16]2[N:21]3[N:22]=[CH:23][N:24]=[C:20]3[N:19]=[C:18]([OH:25])[C:17]=2[C:26]2[C:31]([F:32])=[CH:30][C:29](F)=[CH:28][C:27]=2[F:34])[CH2:15][CH2:14][CH2:13][CH2:12][CH2:11][CH2:10]1.[C:43](O[C:43]([O:45][C:46]([CH3:49])([CH3:48])[CH3:47])=[O:44])([O:45][C:46]([CH3:49])([CH3:48])[CH3:47])=[O:44]. (5) Given the product [ClH:15].[F:1][C:2]1[CH:7]=[CH:6][C:5]([CH:8]2[CH2:13][NH:12][CH2:11][CH2:10][NH:9]2)=[C:4]([CH3:14])[CH:3]=1, predict the reactants needed to synthesize it. The reactants are: [F:1][C:2]1[CH:7]=[CH:6][C:5]([C:8]2[CH:13]=[N:12][CH:11]=[CH:10][N:9]=2)=[C:4]([CH3:14])[CH:3]=1.[ClH:15].